Predict the reaction yield, written as a fraction of the theoretical maximum amount of product (1.0 means a 100% yield; for example, 0.34 means a 34% yield). From a dataset of Reaction yield outcomes from USPTO patents with 853,638 reactions. (1) The reactants are [Cl:1][C:2]1[CH:3]=[CH:4][C:5]([F:28])=[C:6]([C:8]2[O:12][N:11]=[C:10]([CH2:13][S:14][C:15]3[N:19]([CH2:20][CH2:21]O)[C:18]([C:23]4[S:24][CH:25]=[CH:26][CH:27]=4)=[N:17][N:16]=3)[N:9]=2)[CH:7]=1.CCN(S(F)(F)[F:35])CC. The catalyst is C1COCC1. The product is [Cl:1][C:2]1[CH:3]=[CH:4][C:5]([F:28])=[C:6]([C:8]2[O:12][N:11]=[C:10]([CH2:13][S:14][C:15]3[N:19]([CH2:20][CH2:21][F:35])[C:18]([C:23]4[S:24][CH:25]=[CH:26][CH:27]=4)=[N:17][N:16]=3)[N:9]=2)[CH:7]=1. The yield is 0.220. (2) The reactants are Cl.C[NH:3][CH2:4][CH2:5][NH2:6].[OH-].[Na+].[C:9](Cl)(=[O:13])[C:10]([CH3:12])=[CH2:11]. The catalyst is C(Cl)(Cl)Cl. The product is [C:9]([NH:3][CH2:4][CH2:5][NH2:6])(=[O:13])[C:10]([CH3:12])=[CH2:11]. The yield is 0.670. (3) The reactants are [Br:1][C:2]1[CH:10]=[CH:9][CH:8]=[C:7]2[C:3]=1[C:4]1([C:21]3[CH:22]=[C:23]([F:27])[C:24]([F:26])=[CH:25][C:20]=3[O:19][CH2:18]1)[C:5](=[O:17])[N:6]2[CH2:11][C:12]([O:14]CC)=[O:13].O=C1C2(C3=CC4OCOC=4C=C3OC2)C2C(=CC=CC=2)N1CC(OCC)=O. No catalyst specified. The product is [Br:1][C:2]1[CH:10]=[CH:9][CH:8]=[C:7]2[C:3]=1[C:4]1([C:21]3[CH:22]=[C:23]([F:27])[C:24]([F:26])=[CH:25][C:20]=3[O:19][CH2:18]1)[C:5](=[O:17])[N:6]2[CH2:11][C:12]([OH:14])=[O:13]. The yield is 1.00.